The task is: Predict which catalyst facilitates the given reaction.. This data is from Catalyst prediction with 721,799 reactions and 888 catalyst types from USPTO. (1) Reactant: [C:1]1([C:33]2[CH:38]=[CH:37][CH:36]=[CH:35][CH:34]=2)[CH:6]=[CH:5][C:4]([CH2:7][CH2:8][NH:9][C:10]([C:12]2[CH:32]=[CH:31][C:15]([O:16][C:17]3[CH:26]=[C:25]4[C:20]([CH:21]([C:27]([OH:29])=[O:28])[CH2:22][CH2:23][O:24]4)=[CH:19][C:18]=3[Cl:30])=[CH:14][CH:13]=2)=[O:11])=[CH:3][CH:2]=1.C[O-].[Na+:41].CO. Product: [C:1]1([C:33]2[CH:34]=[CH:35][CH:36]=[CH:37][CH:38]=2)[CH:2]=[CH:3][C:4]([CH2:7][CH2:8][NH:9][C:10]([C:12]2[CH:13]=[CH:14][C:15]([O:16][C:17]3[CH:26]=[C:25]4[C:20]([CH:21]([C:27]([O-:29])=[O:28])[CH2:22][CH2:23][O:24]4)=[CH:19][C:18]=3[Cl:30])=[CH:31][CH:32]=2)=[O:11])=[CH:5][CH:6]=1.[Na+:41]. The catalyst class is: 92. (2) Reactant: [C:1]([C:4]1[CH:5]=[CH:6][C:7](C2C=C(C=CC=2)C(O)=O)=[C:8]2[C:12]=1[NH:11][CH:10]=[CH:9]2)(=[O:3])[NH2:2].CN(C(ON1N=NC2C=CC=CC1=2)=[N+](C)C)C.[B-](F)(F)(F)F.CCN(C(C)C)C(C)C.NCC#N.Cl. Product: [NH:11]1[C:12]2[C:8](=[CH:7][CH:6]=[CH:5][C:4]=2[C:1]([NH2:2])=[O:3])[CH:9]=[CH:10]1. The catalyst class is: 18. (3) Reactant: [CH:1]1([NH2:7])[CH2:6][CH2:5][CH2:4][CH2:3][CH2:2]1.C([O:10][C:11]([C:13]1[N:14]([CH2:26][CH2:27]Br)[N:15]=[C:16]([CH2:18][O:19][C:20]2[CH:25]=[CH:24][CH:23]=[CH:22][CH:21]=2)[CH:17]=1)=O)C. Product: [CH:1]1([N:7]2[CH2:27][CH2:26][N:14]3[N:15]=[C:16]([CH2:18][O:19][C:20]4[CH:25]=[CH:24][CH:23]=[CH:22][CH:21]=4)[CH:17]=[C:13]3[C:11]2=[O:10])[CH2:6][CH2:5][CH2:4][CH2:3][CH2:2]1. The catalyst class is: 10. (4) Reactant: C(OC[N:9]1[C:13]2[N:14]=[N:15][CH:16]=[C:17]([C:18]3[CH:19]=[N:20][N:21]([C@@H:23]([CH:27]4[CH2:31][CH2:30][CH2:29][CH2:28]4)[CH2:24][CH2:25][OH:26])[CH:22]=3)[C:12]=2[CH:11]=[CH:10]1)(=O)C(C)(C)C.[OH-].[Na+]. Product: [N:14]1[C:13]2[NH:9][CH:10]=[CH:11][C:12]=2[C:17]([C:18]2[CH:19]=[N:20][N:21]([C@@H:23]([CH:27]3[CH2:31][CH2:30][CH2:29][CH2:28]3)[CH2:24][CH2:25][OH:26])[CH:22]=2)=[CH:16][N:15]=1. The catalyst class is: 5.